Predict the reaction yield, written as a fraction of the theoretical maximum amount of product (1.0 means a 100% yield; for example, 0.34 means a 34% yield). From a dataset of Reaction yield outcomes from USPTO patents with 853,638 reactions. (1) The reactants are Cl.[NH2:2][CH2:3][C:4]1[CH:12]=[CH:11][CH:10]=[C:9]2[C:5]=1[C:6](=[O:22])[N:7]([CH:14]1[CH2:19][CH2:18][C:17](=[O:20])[NH:16][C:15]1=[O:21])[C:8]2=[O:13].[CH2:23]1[O:31][C:30]2[CH:29]=[CH:28][C:27]([N:32]=[C:33]=[O:34])=[CH:26][C:25]=2[O:24]1.C(N(C(C)C)CC)(C)C. The catalyst is N1C=CC=CC=1. The product is [CH2:23]1[O:31][C:30]2[CH:29]=[CH:28][C:27]([NH:32][C:33]([NH:2][CH2:3][C:4]3[CH:12]=[CH:11][CH:10]=[C:9]4[C:5]=3[C:6](=[O:22])[N:7]([CH:14]3[CH2:19][CH2:18][C:17](=[O:20])[NH:16][C:15]3=[O:21])[C:8]4=[O:13])=[O:34])=[CH:26][C:25]=2[O:24]1. The yield is 0.810. (2) The reactants are Cl[C:2]1[N:3]=[CH:4][C:5]([C:8]([O:10][CH3:11])=[O:9])=[N:6][CH:7]=1.[O:12]1[CH:16]=[CH:15][N:14]=[C:13]1[CH2:17][OH:18].C(=O)([O-])[O-].[Cs+].[Cs+]. The catalyst is CN(C=O)C.O. The product is [O:12]1[CH:16]=[CH:15][N:14]=[C:13]1[CH2:17][O:18][C:2]1[N:3]=[CH:4][C:5]([C:8]([O:10][CH3:11])=[O:9])=[N:6][CH:7]=1. The yield is 0.265. (3) The reactants are Br[C:2]1[CH:7]=[CH:6][C:5]([CH2:8][C:9]([OH:11])=[O:10])=[C:4]([F:12])[CH:3]=1.[CH3:13][C:14]1([CH3:30])[C:18]([CH3:20])([CH3:19])[O:17][B:16]([B:16]2[O:17][C:18]([CH3:20])([CH3:19])[C:14]([CH3:30])([CH3:13])[O:15]2)[O:15]1.C([O-])(=O)C.[K+]. The catalyst is CN(C=O)C. The product is [F:12][C:4]1[CH:3]=[C:2]([B:16]2[O:17][C:18]([CH3:20])([CH3:19])[C:14]([CH3:30])([CH3:13])[O:15]2)[CH:7]=[CH:6][C:5]=1[CH2:8][C:9]([OH:11])=[O:10]. The yield is 0.770.